This data is from Reaction yield outcomes from USPTO patents with 853,638 reactions. The task is: Predict the reaction yield, written as a fraction of the theoretical maximum amount of product (1.0 means a 100% yield; for example, 0.34 means a 34% yield). The reactants are C1(P(C2CCCCC2)C2C=CC=CC=2C2C(OC)=CC=CC=2OC)CCCCC1.P([O-])([O-])([O-])=O.[K+].[K+].[K+].[CH3:38][O:39][C:40](=[O:50])[CH2:41][C:42]1[CH:47]=[CH:46][C:45](Cl)=[CH:44][C:43]=1[F:49].[CH2:51]([C:53]([C:72]1[CH:77]=[CH:76][C:75]([CH2:78][CH2:79][C:80]2([OH:86])[CH2:85][CH2:84][CH2:83][CH2:82][CH2:81]2)=[C:74]([CH3:87])[CH:73]=1)([C:56]1[CH:61]=[CH:60][C:59](B2OC(C)(C)C(C)(C)O2)=[C:58]([CH3:71])[CH:57]=1)[CH2:54][CH3:55])[CH3:52]. The catalyst is O.C1(C)C=CC=CC=1.C([O-])(=O)C.[Pd+2].C([O-])(=O)C. The product is [CH3:38][O:39][C:40](=[O:50])[CH2:41][C:42]1[CH:47]=[CH:46][C:45]([C:59]2[CH:60]=[CH:61][C:56]([C:53]([CH2:54][CH3:55])([C:72]3[CH:77]=[CH:76][C:75]([CH2:78][CH2:79][C:80]4([OH:86])[CH2:85][CH2:84][CH2:83][CH2:82][CH2:81]4)=[C:74]([CH3:87])[CH:73]=3)[CH2:51][CH3:52])=[CH:57][C:58]=2[CH3:71])=[CH:44][C:43]=1[F:49]. The yield is 0.760.